Dataset: Forward reaction prediction with 1.9M reactions from USPTO patents (1976-2016). Task: Predict the product of the given reaction. (1) The product is: [C:14]([NH2:1])(=[O:21])[C:15]1[CH:20]=[CH:19][CH:18]=[CH:17][CH:16]=1. Given the reactants [NH2:1]C1SC2C=C([N+]([O-])=O)C=CC=2N=1.[C:14](Cl)(=[O:21])[C:15]1[CH:20]=[CH:19][CH:18]=[CH:17][CH:16]=1.O, predict the reaction product. (2) Given the reactants [Si]([O:8][CH2:9][CH2:10][C:11]1[N:15]([CH3:16])[N:14]=[C:13]([C:17]2[CH:22]=[CH:21][C:20]([O:23]C)=[CH:19][CH:18]=2)[C:12]=1[C:25]1[C:26]([CH3:31])=[N:27][O:28][C:29]=1[CH3:30])(C(C)(C)C)(C)C.B(F)(F)F.S(C)C, predict the reaction product. The product is: [CH3:31][C:26]1[C:25]([C:12]2[C:13]([C:17]3[CH:18]=[CH:19][C:20]([OH:23])=[CH:21][CH:22]=3)=[N:14][N:15]([CH3:16])[C:11]=2[CH2:10][CH2:9][OH:8])=[C:29]([CH3:30])[O:28][N:27]=1.